Task: Binary Classification. Given a miRNA mature sequence and a target amino acid sequence, predict their likelihood of interaction.. Dataset: Experimentally validated miRNA-target interactions with 360,000+ pairs, plus equal number of negative samples (1) The miRNA is hsa-miR-550b-3p with sequence UCUUACUCCCUCAGGCACUG. The protein sequence of the target gene is MAEDLGLSFGETASVEMLPEHGSCRPKARSSSARWALTCCLVLLPFLAGLTTYLLVSQLRAQGEACVQFQALKGQEFAPSHQQVYAPLRADGDKPRAHLTVVRQTPTQHFKNQFPALHWEHELGLAFTKNRMNYTNKFLLIPESGDYFIYSQVTFRGMTSECSEIRQAGRPNKPDSITVVITKVTDSYPEPTQLLMGTKSVCEVGSNWFQPIYLGAMFSLQEGDKLMVNVSDISLVDYTKEDKTFFGAFLL. Result: 1 (interaction). (2) The miRNA is mmu-miR-19b-3p with sequence UGUGCAAAUCCAUGCAAAACUGA. The protein sequence of the target gene is MGTRDDEYDYLFKVVLIGDSGVGKSNLLSRFTRNEFNLESKSTIGVEFATRSIQVDGKTIKAQIWDTAGQERYRAITSAYYRGAVGALLVYDIAKHLTYENVERWLKELRDHADSNIVIMLVGNKSDLRHLRAVPTDEARAFAEKNNLSFIETSALDSTNVEEAFKNILTEIYRIVSQKQIADRAAHDESPGNNVVDISVPPTTDGQRPNKLQCCQSL. Result: 1 (interaction).